Dataset: Full USPTO retrosynthesis dataset with 1.9M reactions from patents (1976-2016). Task: Predict the reactants needed to synthesize the given product. (1) Given the product [Cl:1][C:2]1[C:3]([NH:16][C:17]2[N:22]=[C:21]([NH:23][CH:24]3[CH2:25][CH2:26]3)[C:20]3=[N:27][CH:28]=[C:29]([C:30]#[N:31])[N:19]3[N:18]=2)=[CH:4][C:5]([C:14]#[N:15])=[CH:6][C:7]=1[CH:8]1[CH2:9][CH2:10][N:11]([CH:33]([CH3:37])[C:34]([NH2:36])=[O:35])[CH2:12][CH2:13]1, predict the reactants needed to synthesize it. The reactants are: [Cl:1][C:2]1[C:7]([CH:8]2[CH2:13][CH2:12][NH:11][CH2:10][CH2:9]2)=[CH:6][C:5]([C:14]#[N:15])=[CH:4][C:3]=1[NH:16][C:17]1[N:22]=[C:21]([NH:23][CH:24]2[CH2:26][CH2:25]2)[C:20]2=[N:27][CH:28]=[C:29]([C:30]#[N:31])[N:19]2[N:18]=1.Br[CH:33]([CH3:37])[C:34]([NH2:36])=[O:35].[I-].[Na+].CCN(CC)CC. (2) Given the product [C:1]([O:5][C:6](=[O:22])[NH:7][C@@H:8]1[CH2:13][CH2:12][CH2:11][CH2:10][C@H:9]1[OH:14])([CH3:4])([CH3:2])[CH3:3], predict the reactants needed to synthesize it. The reactants are: [C:1]([O:5][C:6](=[O:22])[NH:7][C@@H:8]1[CH2:13][CH2:12][CH2:11][CH2:10][C@H:9]1[O:14]CC1C=CC=CC=1)([CH3:4])([CH3:3])[CH3:2].C(OCC)(=O)C. (3) Given the product [CH3:7][O:6][C:4]([C:3]1[C:2]2[O:1][CH2:32][C:26]3([CH2:31][CH2:30][O:29][CH2:28][CH2:27]3)[CH2:25][O:12][C:11]=2[C:10]([O:13][CH3:14])=[CH:9][CH:8]=1)=[O:5], predict the reactants needed to synthesize it. The reactants are: [OH:1][C:2]1[C:11]([OH:12])=[C:10]([O:13][CH3:14])[CH:9]=[CH:8][C:3]=1[C:4]([O:6][CH3:7])=[O:5].C1(C)C=CC(S(O[CH2:25][C:26]2([CH2:32]OS(C3C=CC(C)=CC=3)(=O)=O)[CH2:31][CH2:30][O:29][CH2:28][CH2:27]2)(=O)=O)=CC=1.C([O-])([O-])=O.[K+].[K+]. (4) Given the product [CH2:55]([O:54][C@:51]1([CH3:52])[C@H:12]([CH2:13][F:32])[N:11]([C:22]2[CH:23]=[CH:24][C:25]([O:28][CH3:29])=[CH:26][CH:27]=2)[C:10]1=[O:30])[C:56]1[CH:58]=[CH:57][CH:35]=[CH:34][CH:33]=1, predict the reactants needed to synthesize it. The reactants are: C(O[C@]1(C)[C@H:12]([CH2:13]OS(C(F)(F)F)(=O)=O)[N:11]([C:22]2[CH:27]=[CH:26][C:25]([O:28][CH3:29])=[CH:24][CH:23]=2)[C:10]1=[O:30])C1C=CC=CC=1.[F-:32].[CH2:33]([N+](CCCC)(CCCC)CCCC)[CH2:34][CH2:35]C.O.[C:51]([O:54][CH2:55][CH3:56])(=O)[CH3:52].[C:57](#N)[CH3:58].